The task is: Predict the product of the given reaction.. This data is from Forward reaction prediction with 1.9M reactions from USPTO patents (1976-2016). (1) Given the reactants [F:1][C:2]1[CH:9]=[C:8]([F:10])[CH:7]=[CH:6][C:3]=1[CH2:4][OH:5].C1C=CC(P(C2C=CC=CC=2)C2C=CC=CC=2)=CC=1.CC(OC(/N=N/C(OC(C)C)=O)=O)C.[Br:44][C:45]1[C:46](=[O:60])[N:47]([CH2:53][C:54]2[CH:59]=[CH:58][N:57]=[CH:56][CH:55]=2)[C:48]([CH3:52])=[CH:49][C:50]=1O, predict the reaction product. The product is: [Br:44][C:45]1[C:46](=[O:60])[N:47]([CH2:53][C:54]2[CH:55]=[CH:56][N:57]=[CH:58][CH:59]=2)[C:48]([CH3:52])=[CH:49][C:50]=1[O:5][CH2:4][C:3]1[CH:6]=[CH:7][C:8]([F:10])=[CH:9][C:2]=1[F:1]. (2) Given the reactants [CH2:1]([S:8][C:9]1[CH:10]=[C:11]2[C:16](=[CH:17][CH:18]=1)[C:15](Cl)=[N:14][CH:13]=[CH:12]2)[C:2]1[CH:7]=[CH:6][CH:5]=[CH:4][CH:3]=1.[CH3:20][O:21][C:22]1[CH:27]=[C:26]([C:28]([F:31])([F:30])[F:29])[CH:25]=[CH:24][C:23]=1B(O)O.P([O-])([O-])([O-])=O.[K+].[K+].[K+].O1CCCOC1, predict the reaction product. The product is: [CH2:1]([S:8][C:9]1[CH:10]=[C:11]2[C:16](=[CH:17][CH:18]=1)[C:15]([C:23]1[CH:24]=[CH:25][C:26]([C:28]([F:31])([F:30])[F:29])=[CH:27][C:22]=1[O:21][CH3:20])=[N:14][CH:13]=[CH:12]2)[C:2]1[CH:7]=[CH:6][CH:5]=[CH:4][CH:3]=1. (3) Given the reactants [CH2:1]([C:3]1[C:4]([F:17])=[CH:5][N:6]=[C:7]2[C:12]=1[N:11]=[C:10]([O:13]CC=C)[CH:9]=[CH:8]2)[CH3:2].[C:18]1(C)[C:19](C)=CC=C[CH:23]=1, predict the reaction product. The product is: [CH2:1]([C:3]1[C:4]([F:17])=[CH:5][N:6]=[C:7]2[C:12]=1[N:11]([CH2:19][CH:18]=[CH2:23])[C:10](=[O:13])[CH:9]=[CH:8]2)[CH3:2]. (4) Given the reactants [Br-].[CH3:2][C:3]1[CH:8]=[CH:7][C:6]([N+:9]2([CH2:15][C:16]3[CH:21]=[CH:20][CH:19]=[CH:18][CH:17]=3)[CH2:14][CH2:13][CH2:12][CH2:11][CH2:10]2)=[CH:5][CH:4]=1.[F:22][P-:23]([F:28])([F:27])([F:26])([F:25])[F:24].[K+], predict the reaction product. The product is: [F:22][P-:23]([F:28])([F:27])([F:26])([F:25])[F:24].[CH3:2][C:3]1[CH:4]=[CH:5][C:6]([N+:9]2([CH2:15][C:16]3[CH:17]=[CH:18][CH:19]=[CH:20][CH:21]=3)[CH2:10][CH2:11][CH2:12][CH2:13][CH2:14]2)=[CH:7][CH:8]=1. (5) Given the reactants O=P(Cl)(Cl)Cl.[CH3:6][C:7]1[C:13]([OH:14])=[CH:12][CH:11]=[CH:10][C:8]=1[OH:9].[OH-].[Na+].Cl.CN([CH:21]=[O:22])C, predict the reaction product. The product is: [OH:9][C:8]1[C:7]([CH3:6])=[C:13]([OH:14])[CH:12]=[CH:11][C:10]=1[CH:21]=[O:22]. (6) The product is: [C:25]([CH:30]1[CH2:35][CH2:34][C:33]([F:24])([F:23])[CH2:32][CH2:31]1)([O:27][CH2:28][CH3:29])=[O:26]. Given the reactants F[B-](F)(F)F.CCCC[N+](CCCC)(CCCC)CCCC.[FH:23].[F-:24].[C:25]([CH:30]1[CH2:35][CH2:34][C:33](=O)[CH2:32][CH2:31]1)([O:27][CH2:28][CH3:29])=[O:26], predict the reaction product. (7) Given the reactants Cl.[CH2:2]([O:4][C:5](=[O:10])[C@H:6]([CH2:8][SH:9])[NH2:7])[CH3:3].Br[CH:12]1[C:17](=[O:18])[CH2:16][C:15]([CH3:20])([CH3:19])[CH2:14][C:13]1=O.N1C=CC=CC=1, predict the reaction product. The product is: [CH3:19][C:15]1([CH3:20])[CH2:16][C:17](=[O:18])[C:12]2[S:9][CH2:8][C@@H:6]([C:5]([O:4][CH2:2][CH3:3])=[O:10])[NH:7][C:13]=2[CH2:14]1. (8) Given the reactants [NH2:1][C:2]1[C:3]([NH:11][C@H:12]2[CH2:17][CH2:16][C@H:15]([CH2:18][C:19]#[N:20])[CH2:14][CH2:13]2)=[C:4]2[S:10][CH:9]=[CH:8][C:5]2=[N:6][CH:7]=1.[Cl:21][CH2:22][C:23](OCC)(OCC)OCC, predict the reaction product. The product is: [Cl:21][CH2:22][C:23]1[N:11]([C@H:12]2[CH2:13][CH2:14][C@H:15]([CH2:18][C:19]#[N:20])[CH2:16][CH2:17]2)[C:3]2=[C:4]3[S:10][CH:9]=[CH:8][C:5]3=[N:6][CH:7]=[C:2]2[N:1]=1. (9) Given the reactants [CH2:1]([O:5][C:6]([C:8]1[N:9]=[C:10](Cl)[C:11]2[C:16]([C:17]=1[OH:18])=[CH:15][CH:14]=[CH:13][CH:12]=2)=[O:7])[CH2:2][CH2:3][CH3:4].[CH3:20][O:21][C:22]1[CH:27]=[CH:26][C:25]([OH:28])=[CH:24][CH:23]=1, predict the reaction product. The product is: [CH2:1]([O:5][C:6]([C:8]1[N:9]=[C:10]([O:28][C:25]2[CH:26]=[CH:27][C:22]([O:21][CH3:20])=[CH:23][CH:24]=2)[C:11]2[C:16]([C:17]=1[OH:18])=[CH:15][CH:14]=[CH:13][CH:12]=2)=[O:7])[CH2:2][CH2:3][CH3:4].